From a dataset of Forward reaction prediction with 1.9M reactions from USPTO patents (1976-2016). Predict the product of the given reaction. Given the reactants [Br:1][C:2]1[C:7](=[O:8])[NH:6][CH:5]=[C:4]([C:9]([O:11][CH3:12])=[O:10])[CH:3]=1.[C:13]1([CH:19]2[CH2:23][CH2:22][CH:21](O)[CH2:20]2)[CH:18]=[CH:17][CH:16]=[CH:15][CH:14]=1.C1(P(C2C=CC=CC=2)C2C=CC=CC=2)C=CC=CC=1.N(C(OCC)=O)=NC(OCC)=O, predict the reaction product. The product is: [Br:1][C:2]1[C:7](=[O:8])[N:6]([CH:22]2[CH2:21][CH2:20][CH:19]([C:13]3[CH:18]=[CH:17][CH:16]=[CH:15][CH:14]=3)[CH2:23]2)[CH:5]=[C:4]([C:9]([O:11][CH3:12])=[O:10])[CH:3]=1.